Dataset: Forward reaction prediction with 1.9M reactions from USPTO patents (1976-2016). Task: Predict the product of the given reaction. (1) Given the reactants [H-].[H-].[H-].[H-].[Li+].[Al+3].[F:7][C:8]1[CH:9]=[C:10]([CH:15]=[C:16]([C:18]2[C:19]([O:28][CH2:29][CH2:30][O:31][CH3:32])=[N:20][C:21]([C:24]([F:27])([F:26])[F:25])=[CH:22][CH:23]=2)[CH:17]=1)[C:11](OC)=[O:12], predict the reaction product. The product is: [F:7][C:8]1[CH:9]=[C:10]([CH2:11][OH:12])[CH:15]=[C:16]([C:18]2[C:19]([O:28][CH2:29][CH2:30][O:31][CH3:32])=[N:20][C:21]([C:24]([F:27])([F:26])[F:25])=[CH:22][CH:23]=2)[CH:17]=1. (2) Given the reactants [C:1]([O:5][C:6]([CH:8]=P(C1C=CC=CC=1)(C1C=CC=CC=1)C1C=CC=CC=1)=[O:7])([CH3:4])([CH3:3])[CH3:2].[Br:28][C:29]1[CH:36]=[CH:35][C:32]([CH:33]=O)=[C:31]([O:37][CH3:38])[N:30]=1, predict the reaction product. The product is: [Br:28][C:29]1[N:30]=[C:31]([O:37][CH3:38])[C:32]([CH:33]=[CH:8][C:6]([O:5][C:1]([CH3:2])([CH3:3])[CH3:4])=[O:7])=[CH:35][CH:36]=1. (3) Given the reactants [CH2:1]([O:8][C:9]1[C:10]([CH3:18])=[C:11]([CH:15]=[CH:16][CH:17]=1)[C:12](O)=[O:13])[C:2]1[CH:7]=[CH:6][CH:5]=[CH:4][CH:3]=1.B.C1COCC1.CO, predict the reaction product. The product is: [CH2:1]([O:8][C:9]1[C:10]([CH3:18])=[C:11]([CH2:12][OH:13])[CH:15]=[CH:16][CH:17]=1)[C:2]1[CH:3]=[CH:4][CH:5]=[CH:6][CH:7]=1. (4) Given the reactants [F:1][C:2]1[CH:7]=[C:6]([C:8]2[CH:17]=[C:16]3[C:11]([CH:12]=[CH:13][CH:14]=[N:15]3)=[CH:10][CH:9]=2)[CH:5]=[CH:4][C:3]=1[N:18]1[C:22](=[O:23])[NH:21][N:20]=[C:19]1[CH2:24][C@@H:25]1[CH2:29][CH2:28][N:27]([C:30](OC(C)(C)C)=[O:31])[CH2:26]1.[CH3:37][C:38]1(C(O)=O)[CH2:40][CH2:39]1.ON1C2C=CC=CC=2N=N1.Cl.CN(C)CCCN=C=NCC.C(N(CC)C(C)C)(C)C, predict the reaction product. The product is: [F:1][C:2]1[CH:7]=[C:6]([C:8]2[CH:17]=[C:16]3[C:11]([CH:12]=[CH:13][CH:14]=[N:15]3)=[CH:10][CH:9]=2)[CH:5]=[CH:4][C:3]=1[N:18]1[C:19]([CH2:24][C@@H:25]2[CH2:29][CH2:28][N:27]([C:30]([C:38]3([CH3:37])[CH2:40][CH2:39]3)=[O:31])[CH2:26]2)=[N:20][NH:21][C:22]1=[O:23].